From a dataset of Full USPTO retrosynthesis dataset with 1.9M reactions from patents (1976-2016). Predict the reactants needed to synthesize the given product. (1) Given the product [CH2:24]([C:2]1[C:11]([N:12]([CH2:19][CH3:20])[CH:13]2[CH2:18][CH2:17][O:16][CH2:15][CH2:14]2)=[CH:10][C:9]([Cl:21])=[CH:8][C:3]=1[C:4]([O:6][CH3:7])=[O:5])[CH:23]=[CH2:22], predict the reactants needed to synthesize it. The reactants are: Br[C:2]1[C:11]([N:12]([CH2:19][CH3:20])[CH:13]2[CH2:18][CH2:17][O:16][CH2:15][CH2:14]2)=[CH:10][C:9]([Cl:21])=[CH:8][C:3]=1[C:4]([O:6][CH3:7])=[O:5].[CH2:22]([Sn](CCCC)(CCCC)CCCC)[CH:23]=[CH2:24].C([O-])([O-])=O.[K+].[K+].C(Cl)Cl. (2) Given the product [ClH:15].[CH3:1][N:2]1[CH2:7][CH2:6][C:5]2[N:8]=[C:9]([C:11]([OH:13])=[O:12])[S:10][C:4]=2[CH2:3]1, predict the reactants needed to synthesize it. The reactants are: [CH3:1][N:2]1[CH2:7][CH2:6][C:5]2[N:8]=[C:9]([C:11]([O-:13])=[O:12])[S:10][C:4]=2[CH2:3]1.[Li+].[ClH:15]. (3) Given the product [I:15][C:8]1[CH:7]=[C:6]([CH2:5][CH2:4][C:3]([O:2][CH3:1])=[O:14])[CH:11]=[CH:10][C:9]=1[O:12][CH3:13], predict the reactants needed to synthesize it. The reactants are: [CH3:1][O:2][C:3](=[O:14])[CH2:4][CH2:5][C:6]1[CH:11]=[CH:10][C:9]([O:12][CH3:13])=[CH:8][CH:7]=1.[I:15]I. (4) Given the product [OH:9][CH2:10][CH2:11][C:12]([F:21])([F:20])[C:13]([F:18])([F:19])[S:14]([O-:17])(=[O:15])=[O:16].[C:35]1([S+:28]([C:22]2[CH:23]=[CH:24][CH:25]=[CH:26][CH:27]=2)[C:29]2[CH:34]=[CH:33][CH:32]=[CH:31][CH:30]=2)[CH:36]=[CH:37][CH:38]=[CH:39][CH:40]=1, predict the reactants needed to synthesize it. The reactants are: C([O:9][CH2:10][CH2:11][C:12]([F:21])([F:20])[C:13]([F:19])([F:18])[S:14]([O-:17])(=[O:16])=[O:15])(=O)C1C=CC=CC=1.[C:22]1([S+:28]([C:35]2[CH:40]=[CH:39][CH:38]=[CH:37][CH:36]=2)[C:29]2[CH:34]=[CH:33][CH:32]=[CH:31][CH:30]=2)[CH:27]=[CH:26][CH:25]=[CH:24][CH:23]=1.[OH-].[Na+].Cl. (5) The reactants are: [Br:1][C:2]1[C:3](F)=[C:4]([CH:7]=[CH:8][CH:9]=1)[CH:5]=[O:6].C(=O)([O-])[O-].[K+].[K+].[CH3:17][C:18]([SH:21])([CH3:20])[CH3:19].O. Given the product [Br:1][C:2]1[C:3]([S:21][C:18]([CH3:20])([CH3:19])[CH3:17])=[C:4]([CH:7]=[CH:8][CH:9]=1)[CH:5]=[O:6], predict the reactants needed to synthesize it.